Dataset: Full USPTO retrosynthesis dataset with 1.9M reactions from patents (1976-2016). Task: Predict the reactants needed to synthesize the given product. (1) Given the product [CH:4]12[CH2:13][CH:8]3[CH2:9][CH:10]([CH2:12][CH:6]([CH2:7]3)[CH:5]1[NH:14][C:15](=[O:28])[C@H:16]1[CH2:20][C:19](=[N:1][OH:2])[CH2:18][N:17]1[CH2:22][CH:23]1[CH2:27][CH2:26][CH2:25][CH2:24]1)[CH2:11]2, predict the reactants needed to synthesize it. The reactants are: [NH2:1][OH:2].Cl.[CH:4]12[CH2:13][CH:8]3[CH2:9][CH:10]([CH2:12][CH:6]([CH2:7]3)[CH:5]1[NH:14][C:15](=[O:28])[C@H:16]1[CH2:20][C:19](=O)[CH2:18][N:17]1[CH2:22][CH:23]1[CH2:27][CH2:26][CH2:25][CH2:24]1)[CH2:11]2.C([O-])([O-])=O.[K+].[K+]. (2) Given the product [S:21]1[CH:4]=[CH:3][CH:2]=[C:1]1[C:7]1[NH:8][C:9]2[CH:10]=[CH:11][CH:12]=[C:13]3[C:19](=[O:20])[NH:18][CH2:17][CH2:16][C:15]=1[C:14]=23, predict the reactants needed to synthesize it. The reactants are: [C:1]1([C:7]2[NH:8][C:9]3[CH:10]=[CH:11][CH:12]=[C:13]4[C:19](=[O:20])[NH:18][CH2:17][CH2:16][C:15]=2[C:14]=34)C=C[CH:4]=[CH:3][CH:2]=1.[S:21]1C=CC=C1B(O)O. (3) Given the product [Br:1][C:2]1[CH:3]=[CH:4][C:5]([F:16])=[C:6]([CH2:7][C:8]2[CH:13]=[CH:12][C:11]([O:14][CH2:20][CH3:21])=[CH:10][CH:9]=2)[CH:15]=1, predict the reactants needed to synthesize it. The reactants are: [Br:1][C:2]1[CH:3]=[CH:4][C:5]([F:16])=[C:6]([CH:15]=1)[CH2:7][C:8]1[CH:13]=[CH:12][C:11]([OH:14])=[CH:10][CH:9]=1.[H-].[Na+].I[CH2:20][CH3:21]. (4) Given the product [CH:1]1([O:6][C:7]2[CH:8]=[C:9]([N:15]([CH2:27][C:28]3[CH:29]=[N:30][CH:31]=[CH:32][CH:33]=3)[C:16]3[CH:17]=[CH:18][C:19]4[O:24][NH:23][C:21](=[O:22])[C:20]=4[CH:25]=3)[CH:10]=[CH:11][C:12]=2[O:13][CH3:14])[CH2:5][CH2:4][CH2:3][CH2:2]1, predict the reactants needed to synthesize it. The reactants are: [CH:1]1([O:6][C:7]2[CH:8]=[C:9]([N:15]([CH2:27][C:28]3[CH:29]=[N:30][CH:31]=[CH:32][CH:33]=3)[C:16]3[CH:17]=[CH:18][C:19](O)=[C:20]([CH:25]=3)[C:21]([NH:23][OH:24])=[O:22])[CH:10]=[CH:11][C:12]=2[O:13][CH3:14])[CH2:5][CH2:4][CH2:3][CH2:2]1.C1(P(C2C=CC=CC=2)C2C=CC=CC=2)C=CC=CC=1.C1COCC1.CCOC(/N=N/C(OCC)=O)=O.